From a dataset of Forward reaction prediction with 1.9M reactions from USPTO patents (1976-2016). Predict the product of the given reaction. (1) Given the reactants [CH:1](NC(C)C)(C)C.C([Li])CCC.[CH3:13][O:14][C:15]1[CH:20]=[CH:19][C:18]([N:21]2[C:25]([C:26]3[CH:31]=[CH:30][N:29]=[CH:28][CH:27]=3)=[CH:24][N:23]=[CH:22]2)=[CH:17][CH:16]=1.CI, predict the reaction product. The product is: [CH3:13][O:14][C:15]1[CH:16]=[CH:17][C:18]([N:21]2[C:25]([C:26]3[CH:31]=[CH:30][N:29]=[CH:28][CH:27]=3)=[CH:24][N:23]=[C:22]2[CH3:1])=[CH:19][CH:20]=1. (2) Given the reactants [C:1]([N:4]1[CH:8]([C:9]([OH:11])=[O:10])[CH2:7][S:6][CH:5]1[C:12]1[CH:17]=[C:16]([O:18][C:19](=[O:21])[CH3:20])[CH:15]=[CH:14][C:13]=1[O:22][C:23](=[O:25])[CH3:24])(=[O:3])[CH3:2].Cl.N[C@H:28](C(O)=O)CS, predict the reaction product. The product is: [CH3:28][O:10][C:9]([CH:8]1[CH2:7][S:6][CH:5]([C:12]2[CH:17]=[C:16]([O:18][C:19](=[O:21])[CH3:20])[CH:15]=[CH:14][C:13]=2[O:22][C:23](=[O:25])[CH3:24])[N:4]1[C:1](=[O:3])[CH3:2])=[O:11]. (3) Given the reactants [C:1]([O:10]C)(=O)[C:2]1[C:3](=[CH:5][CH:6]=[CH:7][CH:8]=1)[NH2:4].C([O-])([O-])OC.C([O-])(=O)C.[NH4+:21].[CH3:22]O, predict the reaction product. The product is: [N:4]1[C:3]2[C:2](=[CH:8][CH:7]=[CH:6][CH:5]=2)[C:1](=[O:10])[NH:21][CH:22]=1. (4) Given the reactants C(Cl)(=O)C.C(O[C:10]([N:12](C)[CH:13]1[CH2:18][CH2:17][CH:16]([N:19]([CH2:34][C:35]2[CH:36]=[C:37]([C:43]3[CH:48]=[CH:47][N:46]=[C:45]([C:49]([O:51][CH3:52])=[O:50])[CH:44]=3)[CH:38]=[CH:39][C:40]=2[O:41][CH3:42])[C:20]([C:22]2[S:26][C:25]3[C:27]([F:32])=[CH:28][CH:29]=[C:30]([F:31])[C:24]=3[C:23]=2[Cl:33])=[O:21])[CH2:15][CH2:14]1)=O)(C)(C)C, predict the reaction product. The product is: [Cl:33][C:23]1[C:24]2[C:30]([F:31])=[CH:29][CH:28]=[C:27]([F:32])[C:25]=2[S:26][C:22]=1[C:20]([N:19]([CH2:34][C:35]1[CH:36]=[C:37]([C:43]2[CH:48]=[CH:47][N:46]=[C:45]([C:49]([O:51][CH3:52])=[O:50])[CH:44]=2)[CH:38]=[CH:39][C:40]=1[O:41][CH3:42])[CH:16]1[CH2:17][CH2:18][CH:13]([NH:12][CH3:10])[CH2:14][CH2:15]1)=[O:21]. (5) Given the reactants [C:1]1([C:7]2[O:11][C:10]([C@H:12]3[CH2:17][CH2:16][C@H:15]([C:18]([O:20][CH3:21])=[O:19])[CH2:14][CH2:13]3)=[N:9][CH:8]=2)[CH:6]=[CH:5][CH:4]=[CH:3][CH:2]=1.[Br:22]N1C(=O)CCC1=O, predict the reaction product. The product is: [Br:22][C:8]1[N:9]=[C:10]([C@H:12]2[CH2:13][CH2:14][C@H:15]([C:18]([O:20][CH3:21])=[O:19])[CH2:16][CH2:17]2)[O:11][C:7]=1[C:1]1[CH:2]=[CH:3][CH:4]=[CH:5][CH:6]=1.